This data is from M1 muscarinic receptor antagonist screen with 61,756 compounds. The task is: Binary Classification. Given a drug SMILES string, predict its activity (active/inactive) in a high-throughput screening assay against a specified biological target. (1) The drug is O=C(N1CCCCC1)Cc1c([nH]c(nc1=O)Cc1ccc(OCC)cc1)C. The result is 0 (inactive). (2) The molecule is Brc1oc(C(=O)NCCc2nc3n(c2)cccc3)cc1. The result is 0 (inactive). (3) The molecule is O(c1c(NC(=O)Cn2cccc2)cc(OCC)cc1)CC. The result is 0 (inactive). (4) The drug is O1C(C(CC(=O)NCc2ccccc2)C)CCC1. The result is 0 (inactive). (5) The compound is Clc1c(SCC(=O)c2occc2)cccc1. The result is 0 (inactive). (6) The molecule is S(c1n(c(nn1)Cc1sccc1)CC=C)CC(=O)Nc1ccc(cc1)C(OCC)=O. The result is 0 (inactive). (7) The drug is Clc1c(CN2C(CCC2=O)C(=O)N2CCN(CC2)c2cc(Cl)ccc2)cccc1. The result is 0 (inactive).